This data is from Catalyst prediction with 721,799 reactions and 888 catalyst types from USPTO. The task is: Predict which catalyst facilitates the given reaction. (1) Reactant: [OH:1][C@@H:2]1[CH2:6][CH2:5][N:4]([C:7]([O:9][C:10]([CH3:13])([CH3:12])[CH3:11])=[O:8])[CH2:3]1.O1CCOCC1.CC(C)([O-])C.[K+].Cl[C:27]1[N:28]=[C:29]([NH:39][C:40]2[CH:45]=[CH:44][C:43]([N:46]3[CH2:51][CH2:50][CH:49]([N:52]4[CH2:57][CH2:56][N:55]([CH3:58])[CH2:54][CH2:53]4)[CH2:48][CH2:47]3)=[CH:42][CH:41]=2)[C:30]([C:36]([NH2:38])=[O:37])=[N:31][C:32]=1[CH:33]1[CH2:35][CH2:34]1. Product: [C:36]([C:30]1[N:31]=[C:32]([CH:33]2[CH2:35][CH2:34]2)[C:27]([O:1][C@@H:2]2[CH2:6][CH2:5][N:4]([C:7]([O:9][C:10]([CH3:13])([CH3:12])[CH3:11])=[O:8])[CH2:3]2)=[N:28][C:29]=1[NH:39][C:40]1[CH:45]=[CH:44][C:43]([N:46]2[CH2:47][CH2:48][CH:49]([N:52]3[CH2:57][CH2:56][N:55]([CH3:58])[CH2:54][CH2:53]3)[CH2:50][CH2:51]2)=[CH:42][CH:41]=1)(=[O:37])[NH2:38]. The catalyst class is: 6. (2) Reactant: [NH:1]1[C:9]2[C:4](=[C:5]([C:10]3[N:11]=[C:12]([N:26]4[CH2:31][CH2:30][O:29][CH2:28][CH2:27]4)[C:13]4[S:18][C:17]([CH2:19][N:20]5[CH2:25][CH2:24][NH:23][CH2:22][CH2:21]5)=[CH:16][C:14]=4[N:15]=3)[CH:6]=[CH:7][CH:8]=2)[CH:3]=[N:2]1.[CH:32]([O:35][C:36]1[C:37](=O)[C:38](=[O:44])[C:39]=1[O:40]C(C)C)([CH3:34])[CH3:33]. Product: [NH:1]1[C:9]2[C:4](=[C:5]([C:10]3[N:11]=[C:12]([N:26]4[CH2:27][CH2:28][O:29][CH2:30][CH2:31]4)[C:13]4[S:18][C:17]([CH2:19][N:20]5[CH2:21][CH2:22][N:23]([C:37]6[C:38](=[O:44])[C:39](=[O:40])[C:36]=6[O:35][CH:32]([CH3:34])[CH3:33])[CH2:24][CH2:25]5)=[CH:16][C:14]=4[N:15]=3)[CH:6]=[CH:7][CH:8]=2)[CH:3]=[N:2]1. The catalyst class is: 10. (3) Reactant: [NH2:1][C@H:2]1[CH2:6][CH2:5][N:4]([C:7]([O:9][C:10]([CH3:13])([CH3:12])[CH3:11])=[O:8])[CH2:3]1.[CH:14](=O)[CH:15]([CH3:17])[CH3:16]. Product: [CH3:14][CH:15]([CH3:17])[CH2:16][NH:1][C@H:2]1[CH2:6][CH2:5][N:4]([C:7]([O:9][C:10]([CH3:13])([CH3:12])[CH3:11])=[O:8])[CH2:3]1. The catalyst class is: 43. (4) Reactant: [Br:1][C:2]1[CH:3]=[CH:4][C:5]2[NH:6][C:7]3[C:12]([C:13]=2[CH:14]=1)=[CH:11][C:10]([Br:15])=[CH:9][CH:8]=3.C1(P(C2C=CC=CC=2)C2C=CC=CC=2)C=CC=CC=1.N([C:37]([O:39][CH2:40][CH3:41])=O)=N[C:37]([O:39][CH2:40][CH3:41])=O. Product: [Br:15][C:10]1[CH:9]=[CH:8][C:7]2[N:6]([CH2:41][C@H:40]3[CH2:37][O:39]3)[C:5]3[C:13]([C:12]=2[CH:11]=1)=[CH:14][C:2]([Br:1])=[CH:3][CH:4]=3. The catalyst class is: 1. (5) Reactant: Cl.[CH2:2]([O:4][C:5]([C@@H:7]1[C@@H:11]([NH:12][C:13]([C:15]2[S:16][C:17]([Cl:20])=[CH:18][CH:19]=2)=[O:14])[CH2:10][NH:9][CH2:8]1)=[O:6])[CH3:3].BrC([C:26]1[CH:31]=[CH:30][C:29]([N:32]2[CH:37]=[CH:36][CH:35]=[CH:34][C:33]2=[O:38])=[CH:28][C:27]=1[F:39])C(N)=O. Product: [CH2:2]([O:4][C:5]([C@@H:7]1[C@@H:11]([NH:12][C:13]([C:15]2[S:16][C:17]([Cl:20])=[CH:18][CH:19]=2)=[O:14])[CH2:10][N:9]([CH2:15][C:13](=[O:14])[NH:12][C:26]2[CH:31]=[CH:30][C:29]([N:32]3[CH:37]=[CH:36][CH:35]=[CH:34][C:33]3=[O:38])=[CH:28][C:27]=2[F:39])[CH2:8]1)=[O:6])[CH3:3]. The catalyst class is: 1. (6) Reactant: [C:1]1([CH2:7][O:8][C:9]([NH:11][CH2:12][C@@H:13]2[CH2:18][CH2:17][CH2:16][N:15](C(OC(C)(C)C)=O)[CH2:14]2)=[O:10])[CH:6]=[CH:5][CH:4]=[CH:3][CH:2]=1.Cl.O1CCOCC1. Product: [NH:15]1[CH2:16][CH2:17][CH2:18][C@@H:13]([CH2:12][NH:11][C:9](=[O:10])[O:8][CH2:7][C:1]2[CH:6]=[CH:5][CH:4]=[CH:3][CH:2]=2)[CH2:14]1. The catalyst class is: 34. (7) The catalyst class is: 8. Reactant: [Cl:1][C:2]1[N:7]=[C:6](Cl)[C:5]([Cl:9])=[CH:4][N:3]=1.C(N(C(C)C)CC)(C)C.[N+:19]([C:22]1[CH:27]=[CH:26][CH:25]=[CH:24][C:23]=1[OH:28])([O-:21])=[O:20]. Product: [N+:19]([C:22]1[CH:27]=[CH:26][CH:25]=[CH:24][C:23]=1[O:28][C:6]1[C:5]([Cl:9])=[CH:4][N:3]=[C:2]([Cl:1])[N:7]=1)([O-:21])=[O:20]. (8) Reactant: [CH2:1]([N:5]1[C:13]2[C:8](=[C:9]([N:17]([CH3:22])[S:18]([CH3:21])(=[O:20])=[O:19])[CH:10]=[C:11]([C:14]([OH:16])=O)[CH:12]=2)[CH:7]=[CH:6]1)[CH2:2][CH2:3][CH3:4].C1C=CC2N(O)N=NC=2C=1.CN(C(ON1N=NC2C=CC=NC1=2)=[N+](C)C)C.F[P-](F)(F)(F)(F)F.[NH2:57][C@@H:58]([CH2:72][C:73]1[CH:78]=[C:77]([F:79])[CH:76]=[C:75]([F:80])[CH:74]=1)[C@H:59]([OH:71])[CH2:60][NH:61][CH2:62][C:63]1[CH:68]=[CH:67][CH:66]=[C:65]([CH2:69][CH3:70])[CH:64]=1. Product: [CH2:1]([N:5]1[C:13]2[C:8](=[C:9]([N:17]([CH3:22])[S:18]([CH3:21])(=[O:20])=[O:19])[CH:10]=[C:11]([C:14]([NH:57][C@@H:58]([CH2:72][C:73]3[CH:74]=[C:75]([F:80])[CH:76]=[C:77]([F:79])[CH:78]=3)[C@H:59]([OH:71])[CH2:60][NH:61][CH2:62][C:63]3[CH:68]=[CH:67][CH:66]=[C:65]([CH2:69][CH3:70])[CH:64]=3)=[O:16])[CH:12]=2)[CH:7]=[CH:6]1)[CH2:2][CH2:3][CH3:4]. The catalyst class is: 347.